Dataset: Forward reaction prediction with 1.9M reactions from USPTO patents (1976-2016). Task: Predict the product of the given reaction. (1) Given the reactants [Cl:1][C:2]12[CH2:11][CH:6]3[CH2:7][CH:8]([CH2:10][C:4]([CH2:12][C:13]([OH:15])=O)([CH2:5]3)[CH2:3]1)[CH2:9]2.S(Cl)([Cl:18])=O, predict the reaction product. The product is: [Cl:1][C:2]12[CH2:11][CH:6]3[CH2:7][CH:8]([CH2:10][C:4]([CH2:12][C:13]([Cl:18])=[O:15])([CH2:5]3)[CH2:3]1)[CH2:9]2. (2) Given the reactants [CH3:1][C@@H:2]1[CH2:6][C:5]2[C:7]([CH:13]3[CH2:18][CH2:17][NH:16][CH2:15][CH2:14]3)=[C:8]([CH3:12])[CH:9]=[C:10]([NH2:11])[C:4]=2[O:3]1.C[C@H]1CC2C(C3C=CN=CC=3)=C(C)C=C(N)C=2O1, predict the reaction product. The product is: [CH3:1][C@H:2]1[CH2:6][C:5]2[C:7]([CH:13]3[CH2:18][CH2:17][NH:16][CH2:15][CH2:14]3)=[C:8]([CH3:12])[CH:9]=[C:10]([NH2:11])[C:4]=2[O:3]1. (3) Given the reactants [OH:1][CH2:2][C:3]([NH:6][C:7]([C:9]1[C:10]2[CH2:11][C@@H:12]3[CH2:24][C@@H:13]3[C:14]=2[N:15]([C:17]2[CH:22]=[CH:21][C:20](Br)=[CH:19][N:18]=2)[N:16]=1)=[O:8])([CH3:5])[CH3:4].[C:25]([Zn]C#N)#[N:26], predict the reaction product. The product is: [OH:1][CH2:2][C:3]([NH:6][C:7]([C:9]1[C:10]2[CH2:11][C@@H:12]3[CH2:24][C@@H:13]3[C:14]=2[N:15]([C:17]2[CH:22]=[CH:21][C:20]([C:25]#[N:26])=[CH:19][N:18]=2)[N:16]=1)=[O:8])([CH3:5])[CH3:4]. (4) Given the reactants [C:1]([C:4]1[CH:5]=[C:6]2[C:11](=[CH:12][C:13]=1[O:14][CH3:15])[N:10]=[CH:9][CH:8]=[C:7]2[O:16][C:17]1[CH:18]=[C:19]2[C:23](=[CH:24][CH:25]=1)[NH:22][CH:21]=[CH:20]2)([OH:3])=O.[CH3:26][O:27][CH2:28][CH2:29][NH2:30].C(N(CC)CC)C.F[P-](F)(F)(F)(F)F.N1(O[P+](N(C)C)(N(C)C)N(C)C)C2C=CC=CC=2N=N1, predict the reaction product. The product is: [CH3:26][O:27][CH2:28][CH2:29][NH:30][C:1]([C:4]1[CH:5]=[C:6]2[C:11](=[CH:12][C:13]=1[O:14][CH3:15])[N:10]=[CH:9][CH:8]=[C:7]2[O:16][C:17]1[CH:18]=[C:19]2[C:23](=[CH:24][CH:25]=1)[NH:22][CH:21]=[CH:20]2)=[O:3]. (5) Given the reactants [F:1][C:2]1[CH:7]=[CH:6][CH:5]=[CH:4][C:3]=1[CH2:8][C:9]([OH:11])=[O:10].[C:12]1([C@@H:18](O)[CH3:19])[CH:17]=[CH:16][CH:15]=[CH:14][CH:13]=1.CCN=C=NCCCN(C)C, predict the reaction product. The product is: [F:1][C:2]1[CH:7]=[CH:6][CH:5]=[CH:4][C:3]=1[CH2:8][C:9]([O:11][C@H:18]([C:12]1[CH:17]=[CH:16][CH:15]=[CH:14][CH:13]=1)[CH3:19])=[O:10]. (6) The product is: [C:21]([C:13]1[C:14]([O:16][CH2:17][CH2:18][O:19][CH3:20])=[CH:15][C:10]([NH:9][C:8]([N:35]2[C:36]3[C:37](=[CH:42][C:43]([CH2:51][N:52]4[CH2:53][CH2:53][N:52]([CH3:54])[CH2:51][C:54]4=[O:55])=[C:44]([CH:46]=[O:49])[N:45]=3)[CH2:38][CH2:39][C@@H:41]2[CH3:40])=[O:23])=[N:11][CH:12]=1)#[N:22]. Given the reactants C1(O[C:8](=[O:23])[NH:9][C:10]2[CH:15]=[C:14]([O:16][CH2:17][CH2:18][O:19][CH3:20])[C:13]([C:21]#[N:22])=[CH:12][N:11]=2)C=CC=CC=1.C(C1C=CC(NC([N:35]2[CH2:41][CH2:40][CH2:39][CH2:38][C:37]3[CH:42]=[CH:43][C:44]([CH:46]([O:49]C)OC)=[N:45][C:36]2=3)=O)=NC=1)#N.[CH3:51][N:52]([CH:54]=[O:55])[CH3:53], predict the reaction product. (7) Given the reactants [F:1][C:2]1[CH:10]=[C:9]2[C:5]([CH2:6][N:7](C(OC(C)(C)C)=O)[CH2:8]2)=[C:4]([CH3:18])[C:3]=1[CH2:19][NH:20][C:21]1[C:22]2[C:23](=[N:27][N:28]([CH2:30][C:31]3[CH:36]=[CH:35][C:34]([CH2:37][N:38]4[CH:43]=[CH:42][CH:41]=[CH:40][C:39]4=[O:44])=[CH:33][CH:32]=3)[CH:29]=2)[N:24]=[CH:25][N:26]=1.Cl, predict the reaction product. The product is: [F:1][C:2]1[CH:10]=[C:9]2[C:5]([CH2:6][NH:7][CH2:8]2)=[C:4]([CH3:18])[C:3]=1[CH2:19][NH:20][C:21]1[C:22]2[C:23](=[N:27][N:28]([CH2:30][C:31]3[CH:32]=[CH:33][C:34]([CH2:37][N:38]4[CH:43]=[CH:42][CH:41]=[CH:40][C:39]4=[O:44])=[CH:35][CH:36]=3)[CH:29]=2)[N:24]=[CH:25][N:26]=1. (8) Given the reactants [NH:1]([CH2:5][CH2:6][OH:7])[CH2:2][CH2:3][OH:4].[O-2].[Mg+2].[Cl:10][C:11]1[S:15][C:14]([S:16](Cl)(=[O:18])=[O:17])=[CH:13][C:12]=1[N+:20]([O-:22])=[O:21], predict the reaction product. The product is: [OH:4][CH2:3][CH2:2][N:1]([CH2:5][CH2:6][OH:7])[S:16]([C:14]1[S:15][C:11]([Cl:10])=[C:12]([N+:20]([O-:22])=[O:21])[CH:13]=1)(=[O:18])=[O:17]. (9) Given the reactants [C:1]([C:5]1[N:9]([CH2:10][CH:11]2[CH2:16][CH2:15][O:14][CH2:13][CH2:12]2)[C:8]2[CH:17]=[CH:18][C:19]([S:21](Cl)(=[O:23])=[O:22])=[CH:20][C:7]=2[N:6]=1)([CH3:4])([CH3:3])[CH3:2].[NH:25]1[CH2:28][CH2:27][CH2:26]1, predict the reaction product. The product is: [N:25]1([S:21]([C:19]2[CH:18]=[CH:17][C:8]3[N:9]([CH2:10][CH:11]4[CH2:16][CH2:15][O:14][CH2:13][CH2:12]4)[C:5]([C:1]([CH3:4])([CH3:3])[CH3:2])=[N:6][C:7]=3[CH:20]=2)(=[O:23])=[O:22])[CH2:28][CH2:27][CH2:26]1.